Dataset: Forward reaction prediction with 1.9M reactions from USPTO patents (1976-2016). Task: Predict the product of the given reaction. (1) Given the reactants [C:1]([O:5][CH:6]([C:12]1[C:21]([CH3:22])=[CH:20][C:19]2[C:14](=[CH:15][CH:16]=[CH:17][C:18]=2[C:23]#[C:24][CH2:25][N:26]([CH3:28])[CH3:27])[C:13]=1[C:29]1[CH:34]=[CH:33][C:32]([Cl:35])=[CH:31][CH:30]=1)[C:7]([O:9]CC)=[O:8])([CH3:4])([CH3:3])[CH3:2].[OH-].[Li+], predict the reaction product. The product is: [C:1]([O:5][CH:6]([C:12]1[C:21]([CH3:22])=[CH:20][C:19]2[C:14](=[CH:15][CH:16]=[CH:17][C:18]=2[C:23]#[C:24][CH2:25][N:26]([CH3:27])[CH3:28])[C:13]=1[C:29]1[CH:30]=[CH:31][C:32]([Cl:35])=[CH:33][CH:34]=1)[C:7]([OH:9])=[O:8])([CH3:4])([CH3:2])[CH3:3]. (2) Given the reactants C([N:8]1[CH2:13][CH2:12][N:11]2[CH:14]=[N:15][C:16]([C:17]([O:19][CH3:20])=[O:18])=[C:10]2[CH2:9]1)C1C=CC=CC=1.[C:29](O[C:29]([O:31][C:32]([CH3:35])([CH3:34])[CH3:33])=[O:30])([O:31][C:32]([CH3:35])([CH3:34])[CH3:33])=[O:30], predict the reaction product. The product is: [C:16]1([C:17]([O:19][CH3:20])=[O:18])[N:15]=[CH:14][N:11]2[CH2:12][CH2:13][N:8]([C:29]([O:31][C:32]([CH3:33])([CH3:34])[CH3:35])=[O:30])[CH2:9][C:10]=12. (3) Given the reactants [CH3:1][CH:2]1[CH2:10][C:9]2[C:4](=[CH:5][CH:6]=[CH:7][CH:8]=2)[NH:3]1.O=[CH:12][C:13]1[CH:21]=[CH:20][C:17]([O:18][CH3:19])=[C:15]([OH:16])[CH:14]=1.C(O[BH-](OC(=O)C)OC(=O)C)(=O)C.[Na+], predict the reaction product. The product is: [CH3:19][O:18][C:17]1[CH:20]=[CH:21][C:13]([CH2:12][N:3]2[C:4]3[C:9](=[CH:8][CH:7]=[CH:6][CH:5]=3)[CH2:10][CH:2]2[CH3:1])=[CH:14][C:15]=1[OH:16]. (4) Given the reactants C([O:8][C:9]1[CH:36]=[CH:35][C:34]([C:37]2[CH:38]=[N:39][CH:40]=[CH:41][CH:42]=2)=[CH:33][C:10]=1[C:11]([NH:13][C:14]1[CH:26]=[C:25]([C:27]2[CH:32]=[CH:31][CH:30]=[CH:29][CH:28]=2)[CH:24]=[CH:23][C:15]=1[C:16]([O:18]C(C)(C)C)=[O:17])=[O:12])C1C=CC=CC=1.C(O)(=O)C, predict the reaction product. The product is: [OH:8][C:9]1[CH:36]=[CH:35][C:34]([C:37]2[CH:38]=[N:39][CH:40]=[CH:41][CH:42]=2)=[CH:33][C:10]=1[C:11]([NH:13][C:14]1[CH:26]=[C:25]([C:27]2[CH:32]=[CH:31][CH:30]=[CH:29][CH:28]=2)[CH:24]=[CH:23][C:15]=1[C:16]([OH:18])=[O:17])=[O:12]. (5) Given the reactants C(Cl)(=O)C(Cl)=O.[N+:7]([C:10]1[CH:11]=[C:12]([CH:16]=[CH:17][C:18]=1[CH3:19])[C:13]([OH:15])=O)([O-:9])=[O:8].ClCCl.[NH2:23][C:24]1[CH:29]=[CH:28][CH:27]=[CH:26][CH:25]=1, predict the reaction product. The product is: [CH3:19][C:18]1[CH:17]=[CH:16][C:12]([C:13]([NH:23][C:24]2[CH:29]=[CH:28][CH:27]=[CH:26][CH:25]=2)=[O:15])=[CH:11][C:10]=1[N+:7]([O-:9])=[O:8]. (6) Given the reactants [ClH:1].[CH3:2][O:3][C:4](=[O:9])[C@H:5]([CH2:7][OH:8])[NH2:6].[NH2:10][C@@H:11]([C:14]([OH:16])=[O:15])[CH2:12][OH:13], predict the reaction product. The product is: [ClH:1].[CH3:2][O:3][C:4](=[O:9])[C@@H:5]([CH2:7][OH:8])[NH2:6].[NH2:10][C@H:11]([C:14]([OH:16])=[O:15])[CH2:12][OH:13]. (7) Given the reactants Br[C:2]1[CH:3]=[C:4]([CH:10]=[C:11]([F:13])[CH:12]=1)[C:5]([O:7][CH2:8][CH3:9])=[O:6].[Br:14][C:15]1[CH2:19][CH2:18][CH2:17][C:16]=1B(O)O.C(=O)([O-])[O-].[K+].[K+], predict the reaction product. The product is: [Br:14][C:15]1[CH2:19][CH2:18][CH2:17][C:16]=1[C:2]1[CH:3]=[C:4]([CH:10]=[C:11]([F:13])[CH:12]=1)[C:5]([O:7][CH2:8][CH3:9])=[O:6]. (8) Given the reactants [O:1]1[C:5]2([CH2:10][CH2:9][C@@H:8]([C:11]([O:13]C)=[O:12])[C@H:7]([C:15]([O:17][CH3:18])=[O:16])[CH2:6]2)[O:4][CH2:3][CH2:2]1, predict the reaction product. The product is: [CH3:18][O:17][C:15]([C@H:7]1[C@H:8]([C:11]([OH:13])=[O:12])[CH2:9][CH2:10][C:5]2([O:4][CH2:3][CH2:2][O:1]2)[CH2:6]1)=[O:16]. (9) Given the reactants [Cl:1][C:2]1[CH:3]=[C:4]([Cl:17])[C:5]2[O:9][C:8]([C:10]([OH:12])=O)=[C:7]([CH3:13])[C:6]=2[C:14]=1[O:15][CH3:16].[C:18]([O:22][C:23](=[O:45])[C@@H:24]([NH:28][S:29]([C:32]1[CH:37]=[CH:36][C:35]([C:38]2[CH:43]=[CH:42][C:41]([NH2:44])=[CH:40][CH:39]=2)=[CH:34][CH:33]=1)(=[O:31])=[O:30])[CH:25]([CH3:27])[CH3:26])([CH3:21])([CH3:20])[CH3:19].F[P-](F)(F)(F)(F)F.N1(O[P+](N(C)C)(N(C)C)N(C)C)C2C=CC=CC=2N=N1.C(N(CC)C(C)C)(C)C, predict the reaction product. The product is: [C:18]([O:22][C:23](=[O:45])[C@@H:24]([NH:28][S:29]([C:32]1[CH:33]=[CH:34][C:35]([C:38]2[CH:39]=[CH:40][C:41]([NH:44][C:10]([C:8]3[O:9][C:5]4[C:4]([Cl:17])=[CH:3][C:2]([Cl:1])=[C:14]([O:15][CH3:16])[C:6]=4[C:7]=3[CH3:13])=[O:12])=[CH:42][CH:43]=2)=[CH:36][CH:37]=1)(=[O:31])=[O:30])[CH:25]([CH3:27])[CH3:26])([CH3:20])([CH3:21])[CH3:19].